Dataset: NCI-60 drug combinations with 297,098 pairs across 59 cell lines. Task: Regression. Given two drug SMILES strings and cell line genomic features, predict the synergy score measuring deviation from expected non-interaction effect. (1) Drug 1: C1C(C(OC1N2C=C(C(=O)NC2=O)F)CO)O. Drug 2: C1CNP(=O)(OC1)N(CCCl)CCCl. Cell line: SNB-19. Synergy scores: CSS=26.0, Synergy_ZIP=-9.40, Synergy_Bliss=-2.10, Synergy_Loewe=-83.2, Synergy_HSA=-3.09. (2) Drug 1: C(=O)(N)NO. Drug 2: C1CN(P(=O)(OC1)NCCCl)CCCl. Cell line: OVCAR3. Synergy scores: CSS=-8.18, Synergy_ZIP=5.45, Synergy_Bliss=2.56, Synergy_Loewe=-6.98, Synergy_HSA=-9.30. (3) Drug 1: C1=CC(=CC=C1C#N)C(C2=CC=C(C=C2)C#N)N3C=NC=N3. Drug 2: CC1C(C(=O)NC(C(=O)N2CCCC2C(=O)N(CC(=O)N(C(C(=O)O1)C(C)C)C)C)C(C)C)NC(=O)C3=C4C(=C(C=C3)C)OC5=C(C(=O)C(=C(C5=N4)C(=O)NC6C(OC(=O)C(N(C(=O)CN(C(=O)C7CCCN7C(=O)C(NC6=O)C(C)C)C)C)C(C)C)C)N)C. Cell line: HT29. Synergy scores: CSS=8.89, Synergy_ZIP=10.00, Synergy_Bliss=15.0, Synergy_Loewe=8.23, Synergy_HSA=9.84. (4) Drug 1: CC12CCC3C(C1CCC2O)C(CC4=C3C=CC(=C4)O)CCCCCCCCCS(=O)CCCC(C(F)(F)F)(F)F. Drug 2: CC(C)NC(=O)C1=CC=C(C=C1)CNNC.Cl. Cell line: PC-3. Synergy scores: CSS=3.19, Synergy_ZIP=-0.0277, Synergy_Bliss=2.57, Synergy_Loewe=-0.483, Synergy_HSA=0.799. (5) Drug 1: CCC1=CC2CC(C3=C(CN(C2)C1)C4=CC=CC=C4N3)(C5=C(C=C6C(=C5)C78CCN9C7C(C=CC9)(C(C(C8N6C)(C(=O)OC)O)OC(=O)C)CC)OC)C(=O)OC.C(C(C(=O)O)O)(C(=O)O)O. Drug 2: C1C(C(OC1N2C=NC(=NC2=O)N)CO)O. Cell line: UACC-257. Synergy scores: CSS=18.3, Synergy_ZIP=4.66, Synergy_Bliss=7.93, Synergy_Loewe=-4.50, Synergy_HSA=4.91. (6) Synergy scores: CSS=27.8, Synergy_ZIP=-4.45, Synergy_Bliss=-5.54, Synergy_Loewe=-24.0, Synergy_HSA=-3.67. Cell line: SW-620. Drug 1: CC1=C2C(C(=O)C3(C(CC4C(C3C(C(C2(C)C)(CC1OC(=O)C(C(C5=CC=CC=C5)NC(=O)C6=CC=CC=C6)O)O)OC(=O)C7=CC=CC=C7)(CO4)OC(=O)C)O)C)OC(=O)C. Drug 2: CS(=O)(=O)OCCCCOS(=O)(=O)C. (7) Drug 1: C1CCC(C1)C(CC#N)N2C=C(C=N2)C3=C4C=CNC4=NC=N3. Drug 2: CC(C)NC(=O)C1=CC=C(C=C1)CNNC.Cl. Cell line: SR. Synergy scores: CSS=46.4, Synergy_ZIP=2.72, Synergy_Bliss=5.14, Synergy_Loewe=3.58, Synergy_HSA=2.97. (8) Drug 1: C1=NNC2=C1C(=O)NC=N2. Drug 2: COC1=C2C(=CC3=C1OC=C3)C=CC(=O)O2. Cell line: EKVX. Synergy scores: CSS=2.85, Synergy_ZIP=-1.85, Synergy_Bliss=-1.78, Synergy_Loewe=0.824, Synergy_HSA=-0.342. (9) Drug 1: CC1=C(C(CCC1)(C)C)C=CC(=CC=CC(=CC(=O)O)C)C. Drug 2: C1CNP(=O)(OC1)N(CCCl)CCCl. Cell line: OVCAR-5. Synergy scores: CSS=-3.17, Synergy_ZIP=0.379, Synergy_Bliss=-1.19, Synergy_Loewe=-3.72, Synergy_HSA=-3.70.